From a dataset of Forward reaction prediction with 1.9M reactions from USPTO patents (1976-2016). Predict the product of the given reaction. (1) Given the reactants Br[C:2]1[CH:3]=[CH:4][C:5]([O:10][CH2:11][CH3:12])=[C:6]([CH:9]=1)[CH:7]=[O:8].[CH:13]1(B(O)O)[CH2:15][CH2:14]1, predict the reaction product. The product is: [CH:13]1([C:2]2[CH:3]=[CH:4][C:5]([O:10][CH2:11][CH3:12])=[C:6]([CH:9]=2)[CH:7]=[O:8])[CH2:15][CH2:14]1. (2) Given the reactants [C:1]([OH:6])(=[O:5])[C:2]([CH3:4])=[CH2:3].[CH:7]([O:9][CH2:10][CH:11]([CH3:13])[CH3:12])=[CH2:8].FF, predict the reaction product. The product is: [C:1]([O:6][CH:7]([O:9][CH2:10][CH:11]([CH3:13])[CH3:12])[CH3:8])(=[O:5])[C:2]([CH3:4])=[CH2:3]. (3) The product is: [F:33][C:34]1[C:39]([O:40][CH3:41])=[CH:38][CH:37]=[CH:36][C:35]=1[C:2]1[C:3](=[O:32])[N:4]([CH2:19][C@@H:20]([C:26]2[CH:31]=[CH:30][CH:29]=[CH:28][CH:27]=2)[CH2:21][OH:22])[C:5](=[O:18])[N:6]([CH2:9][C:10]2[C:15]([F:16])=[CH:14][CH:13]=[CH:12][C:11]=2[F:17])[C:7]=1[CH3:8]. Given the reactants Br[C:2]1[C:3](=[O:32])[N:4]([CH2:19][C@@H:20]([C:26]2[CH:31]=[CH:30][CH:29]=[CH:28][CH:27]=2)[CH2:21][O:22]C(=O)C)[C:5](=[O:18])[N:6]([CH2:9][C:10]2[C:15]([F:16])=[CH:14][CH:13]=[CH:12][C:11]=2[F:17])[C:7]=1[CH3:8].[F:33][C:34]1[C:39]([O:40][CH3:41])=[CH:38][CH:37]=[CH:36][C:35]=1B(O)O.C([O-])([O-])=O.[Na+].[Na+].N#N, predict the reaction product. (4) Given the reactants I[CH2:2][CH2:3][CH:4]1[CH2:9][CH2:8][N:7]([C:10]([O:12][C:13]([CH3:16])([CH3:15])[CH3:14])=[O:11])[CH2:6][CH2:5]1.[CH3:17][S-:18].[Na+], predict the reaction product. The product is: [CH3:17][S:18][CH2:2][CH2:3][CH:4]1[CH2:9][CH2:8][N:7]([C:10]([O:12][C:13]([CH3:16])([CH3:15])[CH3:14])=[O:11])[CH2:6][CH2:5]1. (5) Given the reactants [OH:1][C:2]1[CH:7]=[CH:6][C:5]([C:8]([C:11]2[CH:16]=[CH:15][C:14]([OH:17])=[CH:13][CH:12]=2)([CH3:10])[CH3:9])=[CH:4][CH:3]=1.[C:18]([O:23][CH2:24][CH:25]1[O:27][CH2:26]1)(=[O:22])[C:19]([CH3:21])=[CH2:20], predict the reaction product. The product is: [CH3:21][C:19]([C:18]([O:23][CH2:24][CH:25]([OH:27])[CH2:26][O:1][C:2]1[CH:3]=[CH:4][C:5]([C:8]([C:11]2[CH:12]=[CH:13][C:14]([O:17][CH2:26][CH:25]([OH:27])[CH2:24][O:23][C:18]([C:19]([CH3:21])=[CH2:20])=[O:22])=[CH:15][CH:16]=2)([CH3:10])[CH3:9])=[CH:6][CH:7]=1)=[O:22])=[CH2:20].